From a dataset of NCI-60 drug combinations with 297,098 pairs across 59 cell lines. Regression. Given two drug SMILES strings and cell line genomic features, predict the synergy score measuring deviation from expected non-interaction effect. Drug 1: CC12CCC3C(C1CCC2=O)CC(=C)C4=CC(=O)C=CC34C. Drug 2: C1CNP(=O)(OC1)N(CCCl)CCCl. Cell line: MDA-MB-231. Synergy scores: CSS=41.3, Synergy_ZIP=0.161, Synergy_Bliss=-4.68, Synergy_Loewe=-23.4, Synergy_HSA=-4.98.